From a dataset of NCI-60 drug combinations with 297,098 pairs across 59 cell lines. Regression. Given two drug SMILES strings and cell line genomic features, predict the synergy score measuring deviation from expected non-interaction effect. (1) Drug 1: CC12CCC(CC1=CCC3C2CCC4(C3CC=C4C5=CN=CC=C5)C)O. Drug 2: B(C(CC(C)C)NC(=O)C(CC1=CC=CC=C1)NC(=O)C2=NC=CN=C2)(O)O. Cell line: HCT-15. Synergy scores: CSS=9.72, Synergy_ZIP=-1.42, Synergy_Bliss=1.23, Synergy_Loewe=-1.53, Synergy_HSA=-0.784. (2) Drug 1: CC1C(C(=O)NC(C(=O)N2CCCC2C(=O)N(CC(=O)N(C(C(=O)O1)C(C)C)C)C)C(C)C)NC(=O)C3=C4C(=C(C=C3)C)OC5=C(C(=O)C(=C(C5=N4)C(=O)NC6C(OC(=O)C(N(C(=O)CN(C(=O)C7CCCN7C(=O)C(NC6=O)C(C)C)C)C)C(C)C)C)N)C. Drug 2: C1C(C(OC1N2C=NC3=C(N=C(N=C32)Cl)N)CO)O. Cell line: HCT-15. Synergy scores: CSS=28.5, Synergy_ZIP=-3.78, Synergy_Bliss=-3.46, Synergy_Loewe=-17.0, Synergy_HSA=-7.22.